From a dataset of Reaction yield outcomes from USPTO patents with 853,638 reactions. Predict the reaction yield, written as a fraction of the theoretical maximum amount of product (1.0 means a 100% yield; for example, 0.34 means a 34% yield). (1) The reactants are CO[C:3](=[O:22])[C:4]1[CH:9]=[CH:8][C:7]([O:10][CH2:11][C:12]2[C:13]([CH2:18][CH2:19][CH2:20][CH3:21])=[N:14][O:15][C:16]=2[CH3:17])=[N:6][CH:5]=1.[NH2:23][N:24]1[CH2:28][CH2:27][CH2:26][CH2:25]1. No catalyst specified. The product is [CH2:18]([C:13]1[C:12]([CH2:11][O:10][C:7]2[CH:8]=[CH:9][C:4]([C:3]([NH:23][N:24]3[CH2:28][CH2:27][CH2:26][CH2:25]3)=[O:22])=[CH:5][N:6]=2)=[C:16]([CH3:17])[O:15][N:14]=1)[CH2:19][CH2:20][CH3:21]. The yield is 0.170. (2) The reactants are [CH3:1][O:2][C:3]1[C:8]([O:9][CH3:10])=[CH:7][CH:6]=[CH:5][C:4]=1[C:11]1[CH:18]=[CH:17][C:14]([C:15]#[N:16])=[C:13]([NH:19][CH:20]2[CH2:25][CH2:24][CH:23]([OH:26])[CH2:22][CH2:21]2)[CH:12]=1.C([OH:29])C.OO.[OH-].[Na+]. The catalyst is CS(C)=O. The product is [CH3:1][O:2][C:3]1[C:8]([O:9][CH3:10])=[CH:7][CH:6]=[CH:5][C:4]=1[C:11]1[CH:18]=[CH:17][C:14]([C:15]([NH2:16])=[O:29])=[C:13]([NH:19][CH:20]2[CH2:21][CH2:22][CH:23]([OH:26])[CH2:24][CH2:25]2)[CH:12]=1. The yield is 0.950. (3) The reactants are N[C:2]1[CH:7]=[C:6]([C:8](=[O:10])[NH2:9])[N:5]=[C:4]([CH:11]2[CH2:16][CH2:15][N:14]([C:17]([O:19][C:20]([CH3:23])([CH3:22])[CH3:21])=[O:18])[CH2:13][CH2:12]2)[CH:3]=1.[CH3:24]C(O)=O.C=O.[BH3-][C:31]#[N:32].[Na+]. The catalyst is CO.C(Cl)Cl.CO. The product is [C:8]([C:6]1[N:5]=[C:4]([CH:11]2[CH2:16][CH2:15][N:14]([C:17]([O:19][C:20]([CH3:23])([CH3:22])[CH3:21])=[O:18])[CH2:13][CH2:12]2)[CH:3]=[C:2]([N:32]([CH3:31])[CH3:24])[CH:7]=1)(=[O:10])[NH2:9]. The yield is 0.590. (4) The reactants are C(=O)([O-])[O-].[K+].[K+].[CH3:7][N:8]1[CH2:13][CH2:12][N:11]([C:14]2[CH:19]=[CH:18][C:17]([C:20]#[C:21][Si](C)(C)C)=[CH:16][N:15]=2)[CH2:10][CH2:9]1. The catalyst is CO. The product is [C:20]([C:17]1[CH:18]=[CH:19][C:14]([N:11]2[CH2:12][CH2:13][N:8]([CH3:7])[CH2:9][CH2:10]2)=[N:15][CH:16]=1)#[CH:21]. The yield is 1.00. (5) The reactants are [N:1]([CH:4]1[CH2:9][CH2:8][N:7]([C:10]([O:12][CH2:13][C:14]2[CH:19]=[CH:18][CH:17]=[CH:16][CH:15]=2)=[O:11])[CH2:6][CH2:5]1)=[C:2]=[O:3].Br.Br[CH2:22][CH2:23][CH:24]([NH2:26])[CH3:25].C(N(CC)CC)C.CC(C)([O-])C.[K+]. The catalyst is C(#N)C.C1COCC1. The product is [CH3:25][CH:24]1[CH2:23][CH2:22][N:1]([CH:4]2[CH2:9][CH2:8][N:7]([C:10]([O:12][CH2:13][C:14]3[CH:19]=[CH:18][CH:17]=[CH:16][CH:15]=3)=[O:11])[CH2:6][CH2:5]2)[C:2](=[O:3])[NH:26]1. The yield is 0.450. (6) The reactants are S([N:11]1[C:15]2[N:16]=[CH:17][C:18]3[N:19]([C:20]([C@@H:23]4[CH2:28][CH2:27][CH2:26][N:25]([C:29]([O:31][C:32]([CH3:35])([CH3:34])[CH3:33])=[O:30])[CH2:24]4)=[N:21][CH:22]=3)[C:14]=2[CH:13]=[CH:12]1)(C1C=CC(C)=CC=1)(=O)=O.[OH-].[Na+].CCOC(C)=O.[NH4+].[Cl-]. The catalyst is O1CCOCC1. The product is [C:20]1([C@@H:23]2[CH2:28][CH2:27][CH2:26][N:25]([C:29]([O:31][C:32]([CH3:35])([CH3:34])[CH3:33])=[O:30])[CH2:24]2)[N:19]2[C:14]3[CH:13]=[CH:12][NH:11][C:15]=3[N:16]=[CH:17][C:18]2=[CH:22][N:21]=1. The yield is 0.920. (7) The reactants are Br[CH2:2][CH2:3][C:4]([C:7]1[CH:12]=[CH:11][C:10]([F:13])=[CH:9][CH:8]=1)([F:6])[F:5].C([O-])([O-])=O.[K+].[K+].[SH:20][C:21]1[N:29]=[CH:28][CH:27]=[CH:26][C:22]=1[C:23]([OH:25])=[O:24].Cl. The catalyst is CN(C=O)C.CCCCCC.CC(=O)OCC.O. The product is [F:5][C:4]([F:6])([C:7]1[CH:12]=[CH:11][C:10]([F:13])=[CH:9][CH:8]=1)[CH2:3][CH2:2][S:20][C:21]1[N:29]=[CH:28][CH:27]=[CH:26][C:22]=1[C:23]([OH:25])=[O:24]. The yield is 0.310.